Dataset: Forward reaction prediction with 1.9M reactions from USPTO patents (1976-2016). Task: Predict the product of the given reaction. (1) Given the reactants [CH2:1]([C:3]([CH2:10][CH3:11])([CH2:7][CH:8]=[CH2:9])[C:4]([OH:6])=[O:5])[CH3:2].CCOCC.[I:17]I.S([O-])([O-])(=O)=S.[Na+].[Na+], predict the reaction product. The product is: [CH2:10]([C:3]1([CH2:1][CH3:2])[CH2:7][CH:8]([CH2:9][I:17])[O:5][C:4]1=[O:6])[CH3:11]. (2) Given the reactants [Cl:1][C:2]1[CH:7]=[CH:6][C:5]([CH:8]2[CH2:13][CH:12]([S:14]([C:17]3[CH:22]=[CH:21][CH:20]=[C:19]([C:23]([F:26])([F:25])[F:24])[CH:18]=3)(=[O:16])=[O:15])[CH2:11][CH2:10][O:9]2)=[C:4]([CH3:27])[CH:3]=1.[CH3:28]C([O-])(C)C.[K+].CI, predict the reaction product. The product is: [Cl:1][C:2]1[CH:7]=[CH:6][C:5]([CH:8]2[CH2:13][C:12]([CH3:28])([S:14]([C:17]3[CH:22]=[CH:21][CH:20]=[C:19]([C:23]([F:25])([F:24])[F:26])[CH:18]=3)(=[O:16])=[O:15])[CH2:11][CH2:10][O:9]2)=[C:4]([CH3:27])[CH:3]=1. (3) Given the reactants [CH3:1][O:2][CH:3]([C:6]1[CH:7]=[C:8]2[C:13](=[CH:14][C:15]=1[C:16]([F:19])([F:18])[F:17])[NH:12][C:11](=[O:20])[N:10]([NH:21][S:22]([CH3:25])(=[O:24])=[O:23])[C:9]2=[O:26])[CH2:4][CH3:5].[C:27](Cl)(=[O:31])[CH2:28][CH2:29][CH3:30], predict the reaction product. The product is: [C:27]([N:21]([N:10]1[C:9](=[O:26])[C:8]2[C:13](=[CH:14][C:15]([C:16]([F:18])([F:17])[F:19])=[C:6]([CH:3]([O:2][CH3:1])[CH2:4][CH3:5])[CH:7]=2)[NH:12][C:11]1=[O:20])[S:22]([CH3:25])(=[O:23])=[O:24])(=[O:31])[CH2:28][CH2:29][CH3:30]. (4) Given the reactants [NH2:1][C:2]1[N:7]=[C:6](Cl)[CH:5]=[C:4]([CH3:9])[N:3]=1.[NH3:10].[I:11]Cl.[OH-].[Na+], predict the reaction product. The product is: [NH2:1][C:2]1[N:7]=[C:6]([NH2:10])[C:5]([I:11])=[C:4]([CH3:9])[N:3]=1.